From a dataset of Full USPTO retrosynthesis dataset with 1.9M reactions from patents (1976-2016). Predict the reactants needed to synthesize the given product. (1) Given the product [Br:1][C:2]1[CH:7]=[CH:6][C:5]([CH2:8][P:10](=[O:17])([O:14][CH2:15][CH3:16])[O:11][CH2:12][CH3:13])=[CH:4][CH:3]=1, predict the reactants needed to synthesize it. The reactants are: [Br:1][C:2]1[CH:7]=[CH:6][C:5]([CH2:8]Br)=[CH:4][CH:3]=1.[P:10]([O:17]CC)([O:14][CH2:15][CH3:16])[O:11][CH2:12][CH3:13]. (2) The reactants are: [CH3:1][CH2:2][C:3]1[C:21]2=[N:22][C:5](=[CH:6][C:7]3[NH:11][C:10]([CH:12]=[C:13]4[CH:34]([CH3:35])[CH:33]([CH2:36][CH2:37][C:38]([O:40][CH3:41])=[O:39])[C:15]([C:16]5[CH:27](C(OC)=O)[C:25](=[O:26])[C:24]6[C:17]=5[NH:18][C:19]([C:23]=6[CH3:32])=[CH:20]2)=[N:14]4)=[C:9]([CH3:42])[C:8]=3[CH:43]=[CH2:44])[C:4]=1[CH3:45]. Given the product [CH3:1][CH2:2][C:3]1[C:21]2=[N:22][C:5](=[CH:6][C:7]3[NH:11][C:10]([CH:12]=[C:13]4[C@@H:34]([CH3:35])[C@H:33]([CH2:36][CH2:37][C:38]([O:40][CH3:41])=[O:39])[C:15]([C:16]5[CH2:27][C:25](=[O:26])[C:24]6[C:17]=5[NH:18][C:19]([C:23]=6[CH3:32])=[CH:20]2)=[N:14]4)=[C:9]([CH3:42])[C:8]=3[CH:43]=[CH2:44])[C:4]=1[CH3:45], predict the reactants needed to synthesize it. (3) Given the product [CH3:6][N:7]1[C:15]2[C:10](=[CH:11][CH:12]=[CH:13][CH:14]=2)[C:9]([CH3:16])=[C:8]1[CH:22]=[O:23], predict the reactants needed to synthesize it. The reactants are: P(Cl)(Cl)(Cl)=O.[CH3:6][N:7]1[C:15]2[C:10](=[CH:11][CH:12]=[CH:13][CH:14]=2)[C:9]([CH3:16])=[CH:8]1.[OH-].[Na+].CN([CH:22]=[O:23])C.